This data is from Forward reaction prediction with 1.9M reactions from USPTO patents (1976-2016). The task is: Predict the product of the given reaction. Given the reactants Cl[C:2]1[CH:11]=[C:10]([Cl:12])[C:9]2[C:4](=[CH:5][C:6]([O:13][CH3:14])=[CH:7][CH:8]=2)[N:3]=1.[CH:15]([NH:18][C:19]1[CH:23]=[CH:22][NH:21][N:20]=1)([CH3:17])[CH3:16], predict the reaction product. The product is: [Cl:12][C:10]1[C:9]2[C:4](=[CH:5][C:6]([O:13][CH3:14])=[CH:7][CH:8]=2)[N:3]=[C:2]([N:21]2[CH:22]=[CH:23][C:19]([NH:18][CH:15]([CH3:17])[CH3:16])=[N:20]2)[CH:11]=1.